This data is from Peptide-MHC class II binding affinity with 134,281 pairs from IEDB. The task is: Regression. Given a peptide amino acid sequence and an MHC pseudo amino acid sequence, predict their binding affinity value. This is MHC class II binding data. (1) The peptide sequence is LMCEIEGHHLASAAI. The MHC is HLA-DPA10201-DPB10501 with pseudo-sequence HLA-DPA10201-DPB10501. The binding affinity (normalized) is 0.0747. (2) The MHC is DRB1_0901 with pseudo-sequence DRB1_0901. The binding affinity (normalized) is 0.447. The peptide sequence is IRDKVQKEYALFYKLDVV. (3) The peptide sequence is FYADDTAGWDTRITE. The MHC is HLA-DQA10201-DQB10301 with pseudo-sequence HLA-DQA10201-DQB10301. The binding affinity (normalized) is 0. (4) The peptide sequence is EAKITMLTNGQCQNI. The MHC is HLA-DPA10301-DPB10402 with pseudo-sequence HLA-DPA10301-DPB10402. The binding affinity (normalized) is 0.163. (5) The peptide sequence is KFFYLLGLSAIMQVF. The binding affinity (normalized) is 0.445. The MHC is DRB1_1501 with pseudo-sequence DRB1_1501. (6) The binding affinity (normalized) is 0.337. The peptide sequence is SGGNHMLLDGVSVVA. The MHC is DRB1_1101 with pseudo-sequence DRB1_1101. (7) The peptide sequence is LVGPTPVNIIGRNLLTQIGC. The MHC is DRB3_0101 with pseudo-sequence DRB3_0101. The binding affinity (normalized) is 0.440. (8) The peptide sequence is VPDHVVWSLFNTL. The MHC is HLA-DPA10201-DPB10501 with pseudo-sequence HLA-DPA10201-DPB10501. The binding affinity (normalized) is 0.491. (9) The peptide sequence is SGILQLFVFLVLAGR. The MHC is DRB1_0404 with pseudo-sequence DRB1_0404. The binding affinity (normalized) is 0.432. (10) The peptide sequence is FAESNSGGDVVHLALMA. The MHC is DRB5_0101 with pseudo-sequence DRB5_0101. The binding affinity (normalized) is 0.